This data is from Catalyst prediction with 721,799 reactions and 888 catalyst types from USPTO. The task is: Predict which catalyst facilitates the given reaction. (1) Reactant: F[C:2]1[N:7]=[C:6]([C:8]2[NH:17][C:16](=[O:18])[C:15]3[C:10](=[CH:11][C:12]([O:21][CH3:22])=[CH:13][C:14]=3[O:19][CH3:20])[N:9]=2)[CH:5]=[CH:4][CH:3]=1.[CH3:23][O:24][CH2:25][CH2:26][N:27]1[CH2:32][CH2:31][NH:30][CH2:29][CH2:28]1.CN(C)C(N(C)C)=N. Product: [CH3:20][O:19][C:14]1[CH:13]=[C:12]([O:21][CH3:22])[CH:11]=[C:10]2[C:15]=1[C:16](=[O:18])[NH:17][C:8]([C:6]1[CH:5]=[CH:4][CH:3]=[C:2]([N:30]3[CH2:31][CH2:32][N:27]([CH2:26][CH2:25][O:24][CH3:23])[CH2:28][CH2:29]3)[N:7]=1)=[N:9]2. The catalyst class is: 148. (2) Reactant: [C:1]([O:5][C:6](=[O:42])[NH:7][CH2:8][CH2:9][CH2:10][CH2:11][N:12]([CH2:28][C:29]1[CH:34]=[CH:33][C:32]([CH:35](OCC)[O:36]CC)=[CH:31][CH:30]=1)[C:13]([NH:15][C@H:16]([C:18]1[C:27]2[C:22](=[CH:23][CH:24]=[CH:25][CH:26]=2)[CH:21]=[CH:20][CH:19]=1)[CH3:17])=[O:14])([CH3:4])([CH3:3])[CH3:2]. The catalyst class is: 313. Product: [CH:35]([C:32]1[CH:33]=[CH:34][C:29]([CH2:28][N:12]([CH2:11][CH2:10][CH2:9][CH2:8][NH:7][C:6](=[O:42])[O:5][C:1]([CH3:2])([CH3:4])[CH3:3])[C:13]([NH:15][C@H:16]([C:18]2[C:27]3[C:22](=[CH:23][CH:24]=[CH:25][CH:26]=3)[CH:21]=[CH:20][CH:19]=2)[CH3:17])=[O:14])=[CH:30][CH:31]=1)=[O:36]. (3) Reactant: C([O:4][CH2:5][CH2:6][CH2:7][CH2:8][CH2:9][CH2:10][CH:11]1[C:20]2[C:16]3=[C:17]([C:21](=[O:25])[N:22]([CH3:24])[CH:23]=[C:15]3[C:14]3[CH:26]=[C:27]([CH2:30][S:31]([CH3:34])(=[O:33])=[O:32])[CH:28]=[CH:29][C:13]=3[N:12]1[C:35]1[CH:40]=[CH:39][C:38]([F:41])=[CH:37][C:36]=1[F:42])[NH:18][CH:19]=2)(=O)C.O.[OH-].[Li+].O. Product: [F:42][C:36]1[CH:37]=[C:38]([F:41])[CH:39]=[CH:40][C:35]=1[N:12]1[CH:11]([CH2:10][CH2:9][CH2:8][CH2:7][CH2:6][CH2:5][OH:4])[C:20]2[C:16]3=[C:17]([C:21](=[O:25])[N:22]([CH3:24])[CH:23]=[C:15]3[C:14]3[CH:26]=[C:27]([CH2:30][S:31]([CH3:34])(=[O:32])=[O:33])[CH:28]=[CH:29][C:13]1=3)[NH:18][CH:19]=2. The catalyst class is: 7. (4) Reactant: [Cl:1][C:2]1[CH:7]=[CH:6][C:5]([NH:8][CH2:9][CH2:10][NH:11][CH:12]([CH3:20])[C:13]([O:15]C(C)(C)C)=[O:14])=[CH:4][C:3]=1[C:21](=[O:34])[NH:22][CH2:23][C:24]12[CH2:33][CH:28]3[CH2:29][CH:30]([CH2:32][CH:26]([CH2:27]3)[CH2:25]1)[CH2:31]2.FC(F)(F)C(O)=O. Product: [Cl:1][C:2]1[CH:7]=[CH:6][C:5]([NH:8][CH2:9][CH2:10][NH:11][CH:12]([CH3:20])[C:13]([OH:15])=[O:14])=[CH:4][C:3]=1[C:21](=[O:34])[NH:22][CH2:23][C:24]12[CH2:33][CH:28]3[CH2:29][CH:30]([CH2:32][CH:26]([CH2:27]3)[CH2:25]1)[CH2:31]2. The catalyst class is: 4. (5) Reactant: [OH:1][C:2]1[C:3]([CH3:14])=[C:4]([CH:8]=[CH:9][C:10]=1[N+:11]([O-:13])=[O:12])[C:5](O)=[O:6].[C:15]([O-])([O-])=O.[K+].[K+].COS([O:26][CH3:27])(=O)=O. Product: [CH3:15][O:1][C:2]1[C:3]([CH3:14])=[C:4]([CH:8]=[CH:9][C:10]=1[N+:11]([O-:13])=[O:12])[C:5]([O:26][CH3:27])=[O:6]. The catalyst class is: 21. (6) Reactant: C=C.[CH2:3]1[CH:7]2[C@@H:8]3[CH:12]=[CH:11][C@H:10]([CH:6]2[CH:5]=[CH:4]1)[CH2:9]3. Product: [CH2:3]=[CH2:4].[CH2:3]1[CH:7]2[CH:8]3[CH:12]=[CH:11][CH:10]([CH:6]2[CH:5]=[CH:4]1)[CH2:9]3. The catalyst class is: 11. (7) Reactant: N#N.[NH:3]1[C:7]2[CH:8]=[CH:9][CH:10]=[CH:11][C:6]=2[N:5]=[C:4]1[C@H:12]([NH:22][C:23](=[O:37])[NH:24][CH:25]1[CH2:29][CH2:28][N:27](C(OC(C)(C)C)=O)[CH2:26]1)[CH2:13][C:14]1[CH:19]=[CH:18][C:17]([O:20][CH3:21])=[CH:16][CH:15]=1.FC(F)(F)S(O[Si](C(C)(C)C)(C)C)(=O)=O. Product: [NH:3]1[C:7]2[CH:8]=[CH:9][CH:10]=[CH:11][C:6]=2[N:5]=[C:4]1[C@H:12]([NH:22][C:23]([NH:24][CH:25]1[CH2:29][CH2:28][NH:27][CH2:26]1)=[O:37])[CH2:13][C:14]1[CH:15]=[CH:16][C:17]([O:20][CH3:21])=[CH:18][CH:19]=1. The catalyst class is: 2.